This data is from Full USPTO retrosynthesis dataset with 1.9M reactions from patents (1976-2016). The task is: Predict the reactants needed to synthesize the given product. (1) The reactants are: [Cl:1][C:2]1[CH:10]=[C:6]([C:7]([OH:9])=O)[C:5]([OH:11])=[CH:4][CH:3]=1.[F:12][C:13]([F:26])([F:25])[C:14]1[CH:15]=[C:16]([CH:18]=[C:19]([C:21]([F:24])([F:23])[F:22])[CH:20]=1)[NH2:17].P(Cl)(Cl)Cl.C1(C)C=CC=CC=1. Given the product [Cl:1][C:2]1[CH:3]=[CH:4][C:5]([OH:11])=[C:6]([CH:10]=1)[C:7]([NH:17][C:16]1[CH:18]=[C:19]([C:21]([F:22])([F:23])[F:24])[CH:20]=[C:14]([C:13]([F:12])([F:25])[F:26])[CH:15]=1)=[O:9], predict the reactants needed to synthesize it. (2) Given the product [Br:1][C:2]1[N:3]=[N:4][N:5]([CH3:8])[C:6]=1[CH3:10].[Br:9][C:10]1[C:14]([CH3:17])=[N:13][N:12]([CH3:16])[N:11]=1, predict the reactants needed to synthesize it. The reactants are: [Br:1][C:2]1[N:3]=[N:4][N:5]([CH3:8])[C:6]=1Br.[Br:9][C:10]1[C:14](Br)=[N:13][N:12]([CH3:16])[N:11]=1.[CH2:17]([Li])CCC.CI. (3) Given the product [C:29]([O:33][C:34]([N:36]1[C@@H:40]([CH2:41]/[CH:42]=[C:18](/[C:20]2[CH:21]=[CH:22][CH:23]=[CH:24][CH:25]=2)\[CH3:19])[CH2:39][O:38][C:37]1([CH3:44])[CH3:45])=[O:35])([CH3:32])([CH3:31])[CH3:30], predict the reactants needed to synthesize it. The reactants are: C(NC(C)C)(C)C.C([Li])CCC.CCOP(OCC)([CH:18]([C:20]1[CH:25]=[CH:24][CH:23]=[CH:22][CH:21]=1)[CH3:19])=O.[C:29]([O:33][C:34]([N:36]1[C@@H:40]([CH2:41][CH:42]=O)[CH2:39][O:38][C:37]1([CH3:45])[CH3:44])=[O:35])([CH3:32])([CH3:31])[CH3:30]. (4) Given the product [Br:1][C:2]1[CH:3]=[CH:4][C:5]2[N:6]([C:8]([C:11]([N:28]3[CH2:29][CH2:30][CH:25]([C:20]4[CH:21]=[CH:22][CH:23]=[CH:24][C:19]=4[C:18]([F:17])([F:31])[F:32])[CH2:26][CH2:27]3)=[O:13])=[N:9][N:10]=2)[CH:7]=1, predict the reactants needed to synthesize it. The reactants are: [Br:1][C:2]1[CH:3]=[CH:4][C:5]2[N:6]([C:8]([C:11]([O-:13])=O)=[N:9][N:10]=2)[CH:7]=1.[Na+].Cl.Cl.[F:17][C:18]([F:32])([F:31])[C:19]1[CH:24]=[CH:23][CH:22]=[CH:21][C:20]=1[CH:25]1[CH2:30][CH2:29][NH:28][CH2:27][CH2:26]1.F[P-](F)(F)(F)(F)F.N1(O[P+](N(C)C)(N(C)C)N(C)C)C2C=CC=CC=2N=N1.CCN(C(C)C)C(C)C. (5) Given the product [NH2:8][C@@H:23]1[CH2:24][CH2:25][CH2:26][C@:22]1([CH2:19][CH3:20])[C:27]([O:29][CH3:30])=[O:28], predict the reactants needed to synthesize it. The reactants are: C([NH:8][C@H](C)C1C=CC=CC=1)C1C=CC=CC=1.C([Li])C[CH2:19][CH3:20].[C:22]1([C:27]([O:29][CH3:30])=[O:28])[CH2:26][CH2:25][CH2:24][CH:23]=1.ICC.